Dataset: Reaction yield outcomes from USPTO patents with 853,638 reactions. Task: Predict the reaction yield, written as a fraction of the theoretical maximum amount of product (1.0 means a 100% yield; for example, 0.34 means a 34% yield). (1) The reactants are C[O:2][C:3](=[O:31])[C@H:4]([CH:28]([CH3:30])[CH3:29])[NH:5][C:6](=[O:27])[C:7]([CH3:26])([CH3:25])[NH:8][C:9](=[O:24])[C@H:10]([CH2:19][O:20][CH2:21][CH:22]=[CH2:23])[NH:11][C:12]([O:14][C:15]([CH3:18])([CH3:17])[CH3:16])=[O:13].C([O-])(O)=O.[Na+]. The catalyst is C1COCC1.O. The product is [C:15]([O:14][C:12]([NH:11][C@H:10]([C:9]([NH:8][C:7]([CH3:25])([CH3:26])[C:6]([NH:5][C@H:4]([C:3]([OH:31])=[O:2])[CH:28]([CH3:29])[CH3:30])=[O:27])=[O:24])[CH2:19][O:20][CH2:21][CH:22]=[CH2:23])=[O:13])([CH3:16])([CH3:17])[CH3:18]. The yield is 0.880. (2) The reactants are [NH2:1][C:2]1[CH:6]=[C:5]([CH2:7][CH2:8][C:9]2[CH:10]=[C:11]([NH:17][C:18](=[O:20])[CH3:19])[CH:12]=[C:13]([O:15][CH3:16])[CH:14]=2)[NH:4][N:3]=1.Cl[C:22]1[CH:27]=[CH:26][N:25]=[C:24]([NH:28][CH2:29][C:30]2[O:34][N:33]=[C:32]([CH3:35])[CH:31]=2)[N:23]=1. The catalyst is C(O)C. The product is [CH3:16][O:15][C:13]1[CH:12]=[C:11]([NH:17][C:18](=[O:20])[CH3:19])[CH:10]=[C:9]([CH2:8][CH2:7][C:5]2[CH:6]=[C:2]([NH:1][C:22]3[CH:27]=[CH:26][N:25]=[C:24]([NH:28][CH2:29][C:30]4[O:34][N:33]=[C:32]([CH3:35])[CH:31]=4)[N:23]=3)[NH:3][N:4]=2)[CH:14]=1. The yield is 0.610.